The task is: Binary Classification. Given a miRNA mature sequence and a target amino acid sequence, predict their likelihood of interaction.. This data is from Experimentally validated miRNA-target interactions with 360,000+ pairs, plus equal number of negative samples. (1) The miRNA is hsa-miR-203b-5p with sequence UAGUGGUCCUAAACAUUUCACA. The protein sequence of the target gene is MSRPQGLLWLPLLFTPVCVMLNSNVLLWLTALAIKFTLIDSQAQYPVVNTNYGKIRGLRTPLPNEILGPVEQYLGVPYASPPTGERRFQPPEPPSSWTGIRNTTQFAAVCPQHLDERSLLHDMLPIWFTANLDTLMTYVQDQNEDCLYLNIYVPTEDDIHDQNSKKPVMVYIHGGSYMEGTGNMIDGSILASYGNVIVITINYRLGILGFLSTGDQAAKGNYGLLDQIQALRWIEENVGAFGGDPKRVTIFGSGAGASCVSLLTLSHYSEGLFQKAIIQSGTALSSWAVNYQPAKYTRIL.... Result: 1 (interaction). (2) The miRNA is hsa-miR-4473 with sequence CUAGUGCUCUCCGUUACAAGUA. The protein sequence of the target gene is MAAAEAEVVSPLIVDTAPDTSGTAEASVAASVAEAARTESQAPASKAALAAKLMSLSGVFAVHKPKGPTSAELLNRLKEKLLAEAGMPSPEWNKRQKQTLKVGHGGTLDSAAQGVLVVGIGRGTKMLTSMLSGSKRYITIGELGKATDTLDSTGKVTEEKPYDKITREDIEGILQKFTGNIMQVPPLYSALKKDGQRLSTLMKKGKVVEARPARPVTVHSISLLKFQPPFFTLDVECGGGFYIRSLVSDIGKELSSCASVLELTRTKQGPFTLAQHALPEDRWTIDDIEQSLERCTSLLP.... Result: 0 (no interaction).